Dataset: Reaction yield outcomes from USPTO patents with 853,638 reactions. Task: Predict the reaction yield, written as a fraction of the theoretical maximum amount of product (1.0 means a 100% yield; for example, 0.34 means a 34% yield). (1) The reactants are C(OC([N:11]1[CH2:16][C@@H:15]([NH:17][C:18]2[N:19]=[CH:20][C:21]3[CH:27]=[N:26][CH:25]=[C:24]([C:28]4[C:36]5[C:31](=[CH:32][C:33]([C:37]#[N:38])=[CH:34][CH:35]=5)[NH:30][CH:29]=4)[C:22]=3[N:23]=2)[CH2:14][C:13]([F:40])([F:39])[CH2:12]1)=O)C1C=CC=CC=1.FC(F)(F)C(O)=O. The catalyst is ClCCl. The product is [F:40][C:13]1([F:39])[CH2:12][NH:11][CH2:16][C@@H:15]([NH:17][C:18]2[N:19]=[CH:20][C:21]3[CH:27]=[N:26][CH:25]=[C:24]([C:28]4[C:36]5[C:31](=[CH:32][C:33]([C:37]#[N:38])=[CH:34][CH:35]=5)[NH:30][CH:29]=4)[C:22]=3[N:23]=2)[CH2:14]1. The yield is 0.200. (2) The reactants are [NH2:1][C:2]1[S:6][C:5]2[CH2:7][CH2:8][CH2:9][CH2:10][C:4]=2[C:3]=1[C:11]([NH2:13])=[O:12].C(N(CC)CC)C.[Br:21][CH2:22][C:23](Br)=[O:24].Cl. The catalyst is C(Cl)Cl. The product is [Br:21][CH2:22][C:23]([NH:1][C:2]1[S:6][C:5]2[CH2:7][CH2:8][CH2:9][CH2:10][C:4]=2[C:3]=1[C:11]([NH2:13])=[O:12])=[O:24]. The yield is 0.940.